This data is from Full USPTO retrosynthesis dataset with 1.9M reactions from patents (1976-2016). The task is: Predict the reactants needed to synthesize the given product. Given the product [C:27]([O:31][C:32]1[CH:37]=[CH:36][C:35]([C:38]([F:39])([F:40])[F:41])=[CH:34][C:33]=1[CH2:42][NH:43][C:10]([C:4]1([CH:2]([OH:1])[CH3:3])[CH2:8][CH2:7][C:6](=[O:9])[CH2:5]1)=[O:12])([CH3:30])([CH3:28])[CH3:29], predict the reactants needed to synthesize it. The reactants are: [OH:1][CH:2]([C:4]1([C:10]([OH:12])=O)[CH2:8][CH2:7][C:6](=[O:9])[CH2:5]1)[CH3:3].ON1C2N=CC=CC=2N=N1.C(Cl)CCl.[C:27]([O:31][C:32]1[CH:37]=[CH:36][C:35]([C:38]([F:41])([F:40])[F:39])=[CH:34][C:33]=1[CH2:42][NH2:43])([CH3:30])([CH3:29])[CH3:28].